Dataset: Full USPTO retrosynthesis dataset with 1.9M reactions from patents (1976-2016). Task: Predict the reactants needed to synthesize the given product. Given the product [CH2:2]([O:4][C:5](=[O:18])[C@H:6]([CH2:8][C:9]1[CH:14]=[CH:13][C:12]([N+:15]([O-:17])=[O:16])=[CH:11][CH:10]=1)[NH2:7])[CH3:3], predict the reactants needed to synthesize it. The reactants are: Cl.[CH2:2]([O:4][C:5](=[O:18])[C@H:6]([CH2:8][C:9]1[CH:14]=[CH:13][C:12]([N+:15]([O-:17])=[O:16])=[CH:11][CH:10]=1)[NH2:7])[CH3:3].[OH-].[Na+].